Task: Predict which catalyst facilitates the given reaction.. Dataset: Catalyst prediction with 721,799 reactions and 888 catalyst types from USPTO (1) Reactant: [NH2:1][CH:2]1[CH2:7][CH2:6][N:5]([CH3:8])[CH2:4][CH2:3]1.[F:9][C:10]1[CH:11]=[C:12]([N+:17]([O-:19])=[O:18])[CH:13]=[CH:14][C:15]=1F. Product: [F:9][C:10]1[CH:11]=[C:12]([N+:17]([O-:19])=[O:18])[CH:13]=[CH:14][C:15]=1[NH:1][CH:2]1[CH2:7][CH2:6][N:5]([CH3:8])[CH2:4][CH2:3]1. The catalyst class is: 10. (2) Reactant: Cl[C:2]1[C:3]2[C:4](=[CH:14][N:15](CC3C=CC(OC)=CC=3)[N:16]=2)[N:5]=[C:6]([C:8]2[CH:13]=[CH:12][CH:11]=[CH:10][CH:9]=2)[N:7]=1.[NH2:26][C:27]1[CH:28]=[C:29]([CH:33]=[CH:34][CH:35]=1)[C:30]([NH2:32])=[O:31].Cl. Product: [C:8]1([C:6]2[N:7]=[C:2]([NH:26][C:27]3[CH:28]=[C:29]([CH:33]=[CH:34][CH:35]=3)[C:30]([NH2:32])=[O:31])[C:3]3[NH:16][N:15]=[CH:14][C:4]=3[N:5]=2)[CH:9]=[CH:10][CH:11]=[CH:12][CH:13]=1. The catalyst class is: 71. (3) Reactant: [CH3:1][O:2][C:3]1[CH:4]=[CH:5][C:6]2[NH:12][C:11](=[O:13])[N:10]([CH:14]3[CH2:19][CH2:18][N:17]([C:20]4[N:25]=[CH:24][N:23]=[C:22]([C:26]([OH:28])=O)[CH:21]=4)[CH2:16][CH2:15]3)[CH2:9][CH2:8][C:7]=2[CH:29]=1.[CH2:30]1[C:39]2[C:34](=[CH:35][CH:36]=[CH:37][CH:38]=2)[C:33]2([CH2:41][CH2:40]2)[CH2:32][NH:31]1.CN(C(ON1N=NC2C=CC=CC1=2)=[N+](C)C)C.[B-](F)(F)(F)F. Product: [CH2:30]1[C:39]2[C:34](=[CH:35][CH:36]=[CH:37][CH:38]=2)[C:33]2([CH2:41][CH2:40]2)[CH2:32][N:31]1[C:26]([C:22]1[N:23]=[CH:24][N:25]=[C:20]([N:17]2[CH2:18][CH2:19][CH:14]([N:10]3[CH2:9][CH2:8][C:7]4[CH:29]=[C:3]([O:2][CH3:1])[CH:4]=[CH:5][C:6]=4[NH:12][C:11]3=[O:13])[CH2:15][CH2:16]2)[CH:21]=1)=[O:28]. The catalyst class is: 3.